From a dataset of Full USPTO retrosynthesis dataset with 1.9M reactions from patents (1976-2016). Predict the reactants needed to synthesize the given product. (1) Given the product [Br:1][C:2]1[CH:3]=[C:4]([C:8]2[NH:12][N:11]=[CH:10][N:9]=2)[CH:5]=[CH:6][CH:7]=1, predict the reactants needed to synthesize it. The reactants are: [Br:1][C:2]1[CH:3]=[C:4]([C:8]2[N:12](COCC[Si](C)(C)C)[N:11]=[CH:10][N:9]=2)[CH:5]=[CH:6][CH:7]=1.Cl. (2) Given the product [Br:13][C:14]1[CH:19]=[C:18]([CH:23]=[O:24])[C:17]([F:20])=[CH:16][N:15]=1, predict the reactants needed to synthesize it. The reactants are: [Li]CCCC.N(C(C)C)C(C)C.[Br:13][C:14]1[CH:19]=[CH:18][C:17]([F:20])=[CH:16][N:15]=1.CN(C)[CH:23]=[O:24].